From a dataset of Reaction yield outcomes from USPTO patents with 853,638 reactions. Predict the reaction yield, written as a fraction of the theoretical maximum amount of product (1.0 means a 100% yield; for example, 0.34 means a 34% yield). (1) The reactants are [CH2:1]([Br:4])[CH:2]=[CH2:3].[F:5][C:6]1[CH:11]=[C:10]([N:12]2[CH:16]=[N:15][C:14]([CH3:17])=[N:13]2)[C:9]([O:18][CH3:19])=[CH:8][C:7]=1[NH:20][C:21]([NH2:23])=[S:22]. The catalyst is C(O)C. The product is [BrH:4].[F:5][C:6]1[CH:11]=[C:10]([N:12]2[CH:16]=[N:15][C:14]([CH3:17])=[N:13]2)[C:9]([O:18][CH3:19])=[CH:8][C:7]=1[NH:20][C:21]([S:22][CH2:3][CH:2]=[CH2:1])=[NH:23]. The yield is 1.01. (2) The reactants are [F:1][CH:2]([F:13])[O:3][C:4]1[CH:12]=[CH:11][CH:10]=[CH:9][C:5]=1[C:6]([OH:8])=[O:7].S(=O)(=O)(O)O.[CH3:19]O. No catalyst specified. The product is [CH3:19][O:7][C:6](=[O:8])[C:5]1[CH:9]=[CH:10][CH:11]=[CH:12][C:4]=1[O:3][CH:2]([F:13])[F:1]. The yield is 0.870. (3) The reactants are S(Cl)([Cl:4])(=O)=O.[CH2:6]([O:8][C:9](=[O:18])[CH2:10][C:11](=[O:17])[C:12]([CH3:16])([CH3:15])[CH:13]=[CH2:14])[CH3:7]. The catalyst is C(Cl)(Cl)Cl. The product is [CH2:6]([O:8][C:9](=[O:18])[CH:10]([Cl:4])[C:11](=[O:17])[C:12]([CH3:16])([CH3:15])[CH:13]=[CH2:14])[CH3:7]. The yield is 0.930. (4) The reactants are [CH2:1]([N:8]1[CH2:12][CH:11]([C:13]2[CH:18]=[CH:17][CH:16]=[C:15]([Cl:19])[CH:14]=2)[CH:10]([NH:20][CH3:21])[CH2:9]1)[C:2]1[CH:7]=[CH:6][CH:5]=[CH:4][CH:3]=1.Br[CH2:23][C:24]1[CH:29]=[CH:28][C:27]([C:30]([F:33])([F:32])[F:31])=[C:26]([F:34])[CH:25]=1.CCN(CC)CC. The catalyst is C1COCC1. The product is [CH2:1]([N:8]1[CH2:12][CH:11]([C:13]2[CH:18]=[CH:17][CH:16]=[C:15]([Cl:19])[CH:14]=2)[CH:10]([N:20]([CH2:23][C:24]2[CH:29]=[CH:28][C:27]([C:30]([F:31])([F:32])[F:33])=[C:26]([F:34])[CH:25]=2)[CH3:21])[CH2:9]1)[C:2]1[CH:7]=[CH:6][CH:5]=[CH:4][CH:3]=1. The yield is 0.570. (5) The reactants are [NH:1]([C:3]1[N:7]([CH2:8][C:9]2[CH:14]=[CH:13][C:12]([O:15][CH3:16])=[CH:11][CH:10]=2)[N:6]=[N:5][N:4]=1)[NH2:2].[CH3:17][C:18]([CH3:20])=O. The catalyst is Cl.C(OCC)C. The product is [CH3:16][O:15][C:12]1[CH:13]=[CH:14][C:9]([CH2:8][N:7]2[C:3]([NH:1][N:2]=[C:18]([CH3:20])[CH3:17])=[N:4][N:5]=[N:6]2)=[CH:10][CH:11]=1. The yield is 0.900. (6) The reactants are [CH:1]1([C:4]2[C:5]([N:25]([CH2:30][CH2:31][CH2:32][C:33]([NH:35][NH2:36])=[O:34])[S:26]([CH3:29])(=[O:28])=[O:27])=[CH:6][C:7]3[O:11][C:10]([C:12]4[CH:17]=[CH:16][C:15]([F:18])=[CH:14][CH:13]=4)=[C:9]([C:19]4[NH:20][CH:21]=[CH:22][N:23]=4)[C:8]=3[CH:24]=2)[CH2:3][CH2:2]1.[C:37](Cl)(Cl)=[O:38].C1(C)C=CC=CC=1. The catalyst is C(Cl)(Cl)Cl.O1CCCC1. The product is [CH:1]1([C:4]2[C:5]([N:25]([CH2:30][CH2:31][CH2:32][C:33]3[O:34][C:37](=[O:38])[NH:36][N:35]=3)[S:26]([CH3:29])(=[O:28])=[O:27])=[CH:6][C:7]3[O:11][C:10]([C:12]4[CH:17]=[CH:16][C:15]([F:18])=[CH:14][CH:13]=4)=[C:9]([C:19]4[NH:20][CH:21]=[CH:22][N:23]=4)[C:8]=3[CH:24]=2)[CH2:3][CH2:2]1. The yield is 0.710. (7) The reactants are [NH2:1][C@H:2]1[CH2:7][CH2:6][N:5]([C:8]([O:10][C:11]([CH3:14])([CH3:13])[CH3:12])=[O:9])[CH2:4][C@H:3]1[O:15][CH3:16].[Br:17][C:18]1[N:19]=[C:20]([C:25](O)=[O:26])[NH:21][C:22]=1[CH2:23][CH3:24].CCN=C=NCCCN(C)C.Cl.C1C=CC2N(O)N=NC=2C=1. No catalyst specified. The product is [Br:17][C:18]1[N:19]=[C:20]([C:25]([NH:1][C@H:2]2[CH2:7][CH2:6][N:5]([C:8]([O:10][C:11]([CH3:12])([CH3:13])[CH3:14])=[O:9])[CH2:4][C@H:3]2[O:15][CH3:16])=[O:26])[NH:21][C:22]=1[CH2:23][CH3:24]. The yield is 0.920. (8) The reactants are [C:1]1([C:7]2[N:12]=[CH:11][C:10]([C:13]#[N:14])=[CH:9][N:8]=2)[CH:6]=[CH:5][CH:4]=[CH:3][CH:2]=1.[N-:15]=[N+:16]=[N-:17].[Na+].[Cl-].[NH4+].Cl. The catalyst is CN(C=O)C. The product is [C:1]1([C:7]2[N:12]=[CH:11][C:10]([C:13]3[NH:17][N:16]=[N:15][N:14]=3)=[CH:9][N:8]=2)[CH:2]=[CH:3][CH:4]=[CH:5][CH:6]=1. The yield is 0.500. (9) The reactants are [OH-].[Na+].[Br:3][C:4]1[CH:5]=[C:6]2[C:11](=[CH:12][CH:13]=1)[N:10]=[CH:9][C:8]([C:14]([O:16]CC)=[O:15])=[C:7]2[NH:19][CH2:20][C@@H:21]([O:23][CH3:24])[CH3:22].Cl. The catalyst is O.O1CCCC1. The product is [Br:3][C:4]1[CH:5]=[C:6]2[C:11](=[CH:12][CH:13]=1)[N:10]=[CH:9][C:8]([C:14]([OH:16])=[O:15])=[C:7]2[NH:19][CH2:20][C@@H:21]([O:23][CH3:24])[CH3:22]. The yield is 0.860. (10) The reactants are C([O:5][C:6]([N:8]1[CH2:13][CH:12]=[C:11]([C:14]2[CH:19]=[CH:18][C:17]([N+:20]([O-])=O)=[CH:16][CH:15]=2)[CH2:10][CH2:9]1)=O)(C)(C)C.[CH3:23]CN(CC)CC.C(OC(=O)C)(=O)C. The catalyst is C(Cl)Cl.C(O)(C(F)(F)F)=O. The product is [NH2:20][C:17]1[CH:18]=[CH:19][C:14]([CH:11]2[CH2:12][CH2:13][N:8]([C:6](=[O:5])[CH3:23])[CH2:9][CH2:10]2)=[CH:15][CH:16]=1. The yield is 0.650.